Task: Predict the reaction yield, written as a fraction of the theoretical maximum amount of product (1.0 means a 100% yield; for example, 0.34 means a 34% yield).. Dataset: Reaction yield outcomes from USPTO patents with 853,638 reactions (1) The reactants are C([O:8][C:9]1[CH:18]=[C:17]2[C:12]([C:13]([Cl:19])=[CH:14][CH:15]=[N:16]2)=[CH:11][CH:10]=1)C1C=CC=CC=1.C([O-])(O)=O.[Na+]. The catalyst is Br.CC(O)=O. The product is [Cl:19][C:13]1[C:12]2[C:17](=[CH:18][C:9]([OH:8])=[CH:10][CH:11]=2)[N:16]=[CH:15][CH:14]=1. The yield is 0.790. (2) The reactants are [O:1]1[C:5]2([CH2:10][CH2:9][C:8](=O)[CH2:7][CH2:6]2)[O:4][CH2:3][CH2:2]1.[CH3:12][O:13][C:14](=[O:35])[CH:15]=P(C1C=CC=CC=1)(C1C=CC=CC=1)C1C=CC=CC=1. The catalyst is C1(C)C=CC=CC=1. The product is [CH3:12][O:13][C:14](=[O:35])[CH:15]=[C:8]1[CH2:9][CH2:10][C:5]2([O:4][CH2:3][CH2:2][O:1]2)[CH2:6][CH2:7]1. The yield is 0.810.